From a dataset of Full USPTO retrosynthesis dataset with 1.9M reactions from patents (1976-2016). Predict the reactants needed to synthesize the given product. (1) Given the product [CH3:26][O:25][C:23]([C:22]1[N:11]([C:12]2[CH:17]=[CH:16][CH:15]=[CH:14][C:13]=2[C:18]([F:20])([F:21])[F:19])[S:10](=[O:28])(=[O:27])[C:5]2[CH:6]=[CH:7][CH:8]=[CH:9][C:4]=2[C:3]=1[OH:2])=[O:24], predict the reactants needed to synthesize it. The reactants are: C[O:2][C:3](=O)[C:4]1[CH:9]=[CH:8][CH:7]=[CH:6][C:5]=1[S:10](=[O:28])(=[O:27])[N:11]([CH2:22][C:23]([O:25][CH3:26])=[O:24])[C:12]1[CH:17]=[CH:16][CH:15]=[CH:14][C:13]=1[C:18]([F:21])([F:20])[F:19].CCN(CC)CC.CCOCC.Cl. (2) Given the product [CH3:27][C:28]1[CH:32]=[C:31]([NH:33][C:5]2[N:6]=[C:7]([S:14][C:15]3[CH:20]=[CH:19][C:18]([NH:21][C:22]([CH:24]4[CH2:26][CH2:25]4)=[O:23])=[CH:17][CH:16]=3)[C:8]3[CH2:13][O:12][CH2:11][C:9]=3[N:10]=2)[NH:30][N:29]=1, predict the reactants needed to synthesize it. The reactants are: CS([C:5]1[N:6]=[C:7]([S:14][C:15]2[CH:20]=[CH:19][C:18]([NH:21][C:22]([CH:24]3[CH2:26][CH2:25]3)=[O:23])=[CH:17][CH:16]=2)[C:8]2[CH2:13][O:12][CH2:11][C:9]=2[N:10]=1)(=O)=O.[CH3:27][C:28]1[CH:32]=[C:31]([NH2:33])[NH:30][N:29]=1.Cl. (3) Given the product [N:2]([CH2:3][C:4]([CH3:13])([CH3:12])[C:5]([O:7][C:8]([CH3:11])([CH3:10])[CH3:9])=[O:6])=[C:14]=[O:15], predict the reactants needed to synthesize it. The reactants are: Cl.[NH2:2][CH2:3][C:4]([CH3:13])([CH3:12])[C:5]([O:7][C:8]([CH3:11])([CH3:10])[CH3:9])=[O:6].[C:14]([O-])(O)=[O:15].[Na+].ClC(Cl)(OC(=O)OC(Cl)(Cl)Cl)Cl. (4) Given the product [Br:1][C:2]1[CH:3]=[CH:4][C:5]([O:19][CH2:20][C:21]2[CH:26]=[CH:25][C:24]([Cl:27])=[CH:23][CH:22]=2)=[C:6]([CH2:8][N:9]2[CH2:14][CH2:13][C:12]([C:15]([N:34]3[CH2:35][CH2:36][N:31]([CH2:30][CH2:29][OH:28])[CH2:32][CH2:33]3)=[O:16])([OH:18])[CH2:11][CH2:10]2)[CH:7]=1, predict the reactants needed to synthesize it. The reactants are: [Br:1][C:2]1[CH:3]=[CH:4][C:5]([O:19][CH2:20][C:21]2[CH:26]=[CH:25][C:24]([Cl:27])=[CH:23][CH:22]=2)=[C:6]([CH2:8][N:9]2[CH2:14][CH2:13][C:12]([OH:18])([C:15](O)=[O:16])[CH2:11][CH2:10]2)[CH:7]=1.[OH:28][CH2:29][CH2:30][N:31]1[CH2:36][CH2:35][NH:34][CH2:33][CH2:32]1.CN(C(ON1N=NC2C=CC=NC1=2)=[N+](C)C)C.F[P-](F)(F)(F)(F)F.CCN(C(C)C)C(C)C. (5) Given the product [F:28][C:29]([F:34])([F:33])[C:30]([OH:32])=[O:31].[NH2:10][CH:8]([C:6]1[C:5]([O:18][CH3:19])=[C:4]([CH:20]2[CH2:21][N:22]([CH3:26])[C:23](=[O:25])[CH2:24]2)[C:3]([CH3:27])=[C:2]([Cl:1])[CH:7]=1)[CH3:9], predict the reactants needed to synthesize it. The reactants are: [Cl:1][C:2]1[C:3]([CH3:27])=[C:4]([CH:20]2[CH2:24][C:23](=[O:25])[N:22]([CH3:26])[CH2:21]2)[C:5]([O:18][CH3:19])=[C:6]([CH:8]([NH:10]C(=O)OC(C)(C)C)[CH3:9])[CH:7]=1.[F:28][C:29]([F:34])([F:33])[C:30]([OH:32])=[O:31].